This data is from Reaction yield outcomes from USPTO patents with 853,638 reactions. The task is: Predict the reaction yield, written as a fraction of the theoretical maximum amount of product (1.0 means a 100% yield; for example, 0.34 means a 34% yield). (1) The reactants are [N:1]1([C:6]2[N:11]=[CH:10][CH:9]=[CH:8][N:7]=2)[CH:5]=[CH:4][CH:3]=[N:2]1.[Br:12]Br. The catalyst is C(O)(=O)C. The product is [Br:12][C:4]1[CH:3]=[N:2][N:1]([C:6]2[N:7]=[CH:8][CH:9]=[CH:10][N:11]=2)[CH:5]=1. The yield is 0.850. (2) The reactants are [CH2:1]([O:8][C:9]1[CH:10]=[CH:11][C:12]([C@@H:20]([OH:23])[CH2:21][Br:22])=[C:13]2[C:18]=1[NH:17][C:16](=[O:19])[CH:15]=[CH:14]2)[C:2]1[CH:7]=[CH:6][CH:5]=[CH:4][CH:3]=1.CN(C)C=O.N1C(C)=CC=CC=1C.FC(F)(F)S(O[Si:43]([C:46]([CH3:49])([CH3:48])[CH3:47])([CH3:45])[CH3:44])(=O)=O. The catalyst is C1CCCCC1.CO. The product is [CH2:1]([O:8][C:9]1[CH:10]=[CH:11][C:12]([C@@H:20]([O:23][Si:43]([C:46]([CH3:49])([CH3:48])[CH3:47])([CH3:45])[CH3:44])[CH2:21][Br:22])=[C:13]2[C:18]=1[NH:17][C:16](=[O:19])[CH:15]=[CH:14]2)[C:2]1[CH:3]=[CH:4][CH:5]=[CH:6][CH:7]=1. The yield is 0.800. (3) The reactants are [CH:1]1([CH:7]([NH:19][C:20]2[CH:25]=[CH:24][C:23]([C:26]([NH:28][CH2:29][CH2:30][C:31]([O:33][CH2:34][CH3:35])=[O:32])=[O:27])=[CH:22][CH:21]=2)[C:8]2[O:9][C:10]3[CH:17]=[CH:16][C:15]([OH:18])=[CH:14][C:11]=3[C:12]=2[CH3:13])[CH2:6][CH2:5][CH2:4][CH2:3][CH2:2]1.[Cl:36][C:37]1[N:42]=[CH:41][C:40]([CH2:43]O)=[CH:39][CH:38]=1.C(P(CCCC)CCCC)CCC.N(C(N1CCCCC1)=O)=NC(N1CCCCC1)=O. The catalyst is O1CCCC1. The product is [Cl:36][C:37]1[N:42]=[CH:41][C:40]([CH2:43][O:18][C:15]2[CH:16]=[CH:17][C:10]3[O:9][C:8]([CH:7]([NH:19][C:20]4[CH:21]=[CH:22][C:23]([C:26]([NH:28][CH2:29][CH2:30][C:31]([O:33][CH2:34][CH3:35])=[O:32])=[O:27])=[CH:24][CH:25]=4)[CH:1]4[CH2:6][CH2:5][CH2:4][CH2:3][CH2:2]4)=[C:12]([CH3:13])[C:11]=3[CH:14]=2)=[CH:39][CH:38]=1. The yield is 0.650. (4) The reactants are [CH3:1][C:2]1[O:6][C:5]([C:7]2[CH:12]=[CH:11][CH:10]=[CH:9][CH:8]=2)=[N:4][C:3]=1[CH2:13][CH2:14][C:15]([NH2:17])=O.COC1C=CC(P2(=S)SP(=S)(C3C=CC(OC)=CC=3)[S:27]2)=CC=1.O1CCCC1. The catalyst is C(OCC)(=O)C. The product is [CH3:1][C:2]1[O:6][C:5]([C:7]2[CH:12]=[CH:11][CH:10]=[CH:9][CH:8]=2)=[N:4][C:3]=1[CH2:13][CH2:14][C:15](=[S:27])[NH2:17]. The yield is 0.960. (5) The reactants are [F:1][C:2]([F:15])([F:14])[C:3]1[CH:4]=[CH:5][CH:6]=[C:7]2[C:12]=1[N:11]=[CH:10][CH:9]=[C:8]2[OH:13].C([O-])([O-])=O.[Cs+].[Cs+].Br[CH2:23][CH2:24][CH2:25][CH2:26][CH2:27][O:28][C:29]1[C:30](=[O:37])[CH:31]=[C:32]([CH2:35][OH:36])[O:33][CH:34]=1.O. The catalyst is CN(C=O)C. The product is [F:15][C:2]([F:1])([F:14])[C:3]1[CH:4]=[CH:5][CH:6]=[C:7]2[C:12]=1[N:11]=[CH:10][CH:9]=[C:8]2[O:13][CH2:23][CH2:24][CH2:25][CH2:26][CH2:27][O:28][C:29]1[C:30](=[O:37])[CH:31]=[C:32]([CH2:35][OH:36])[O:33][CH:34]=1. The yield is 0.350. (6) The reactants are [O:1]1[CH:5]=[CH:4][CH:3]=[C:2]1[C:6]1[N:7]=[C:8]([NH:19][C:20]([C:22]2[CH:27]=[CH:26][N:25]=[C:24]([O:28]CC3C=CC(OC)=CC=3)[CH:23]=2)=[O:21])[S:9][C:10]=1[C:11]([C:13]1[CH:18]=[CH:17][CH:16]=[CH:15][N:14]=1)=[O:12]. The catalyst is FC(F)(F)C(O)=O. The product is [O:1]1[CH:5]=[CH:4][CH:3]=[C:2]1[C:6]1[N:7]=[C:8]([NH:19][C:20]([C:22]2[CH:27]=[CH:26][NH:25][C:24](=[O:28])[CH:23]=2)=[O:21])[S:9][C:10]=1[C:11]([C:13]1[CH:18]=[CH:17][CH:16]=[CH:15][N:14]=1)=[O:12]. The yield is 0.670. (7) The reactants are [CH:1]([C:4]1[C:13]2[C:8](=[CH:9][CH:10]=[CH:11][CH:12]=2)[C:7]([C:14]2[O:15][C:16](=[O:24])[C:17]3[N:23]=[CH:22][CH:21]=[CH:20][C:18]=3[N:19]=2)=[CH:6][CH:5]=1)([CH3:3])[CH3:2].[O:25]1[CH2:30][CH2:29][CH:28]([CH2:31][NH2:32])[CH2:27][CH2:26]1. No catalyst specified. The product is [CH:1]([C:4]1[C:13]2[C:8](=[CH:9][CH:10]=[CH:11][CH:12]=2)[C:7]([C:14]([NH:19][C:18]2[C:17]([C:16]([NH:32][CH2:31][CH:28]3[CH2:29][CH2:30][O:25][CH2:26][CH2:27]3)=[O:24])=[N:23][CH:22]=[CH:21][CH:20]=2)=[O:15])=[CH:6][CH:5]=1)([CH3:2])[CH3:3]. The yield is 0.300. (8) The reactants are [Cl:1][C:2]1[CH:3]=[C:4]2[C:9](=[CH:10][C:11]=1[O:12][C:13]1[CH:18]=[CH:17][C:16]([C:19](=[O:36])[NH:20][CH2:21][CH2:22][C:23]3[CH:28]=[CH:27][CH:26]=[C:25]([O:29][C:30]4[CH:35]=[CH:34][CH:33]=[CH:32][CH:31]=4)[CH:24]=3)=[CH:15][CH:14]=1)[O:8][CH2:7][CH2:6][CH:5]2[C:37]([O:39]CC)=[O:38].[OH-].[Na+].C1COCC1.Cl. The catalyst is C(OCC)(=O)C.C(O)C. The product is [Cl:1][C:2]1[CH:3]=[C:4]2[C:9](=[CH:10][C:11]=1[O:12][C:13]1[CH:14]=[CH:15][C:16]([C:19](=[O:36])[NH:20][CH2:21][CH2:22][C:23]3[CH:28]=[CH:27][CH:26]=[C:25]([O:29][C:30]4[CH:31]=[CH:32][CH:33]=[CH:34][CH:35]=4)[CH:24]=3)=[CH:17][CH:18]=1)[O:8][CH2:7][CH2:6][CH:5]2[C:37]([OH:39])=[O:38]. The yield is 0.828. (9) The reactants are BrCCBr.C[Si](Cl)(C)C.[CH3:10][O:11][C:12](=[O:22])/[C:13](/I)=[CH:14]\[CH:15]1[CH2:20][CH2:19][CH2:18][CH2:17][CH2:16]1.C1(P(C2C=CC=CC=2)C2C=CC=CC=2)C=CC=CC=1.Br[C:43]1[CH:48]=[CH:47][C:46]([S:49]([CH3:52])(=[O:51])=[O:50])=[C:45]([C:53]([F:56])([F:55])[F:54])[CH:44]=1.[Cl-].[NH4+]. The yield is 0.990. The product is [CH3:10][O:11][C:12](=[O:22])/[C:13](/[C:43]1[CH:48]=[CH:47][C:46]([S:49]([CH3:52])(=[O:50])=[O:51])=[C:45]([C:53]([F:55])([F:56])[F:54])[CH:44]=1)=[CH:14]/[CH:15]1[CH2:20][CH2:19][CH2:18][CH2:17][CH2:16]1. The catalyst is O1CCCC1.[Zn].C1C=CC(/C=C/C(/C=C/C2C=CC=CC=2)=O)=CC=1.C1C=CC(/C=C/C(/C=C/C2C=CC=CC=2)=O)=CC=1.[Pd].